This data is from Forward reaction prediction with 1.9M reactions from USPTO patents (1976-2016). The task is: Predict the product of the given reaction. (1) Given the reactants [F:1][C:2]1[CH:3]=[C:4]([CH2:11]O)[CH:5]=[C:6]([F:10])[C:7]=1[S:8][CH3:9].[Br-:13], predict the reaction product. The product is: [Br:13][CH2:11][C:4]1[CH:5]=[C:6]([F:10])[C:7]([S:8][CH3:9])=[C:2]([F:1])[CH:3]=1. (2) Given the reactants [Cl:1][C:2]1[CH:11]=[CH:10][C:5]2[N:6]=[C:7]([NH2:9])[S:8][C:4]=2[CH:3]=1.[CH3:12][O:13][C:14](=[O:34])[C:15]1[CH:20]=[CH:19][C:18]([NH:21][CH2:22][CH2:23][N:24]([C:26]([O:28][C:29]([CH3:32])([CH3:31])[CH3:30])=[O:27])[CH3:25])=[C:17]([NH2:33])[CH:16]=1.[CH2:35](Cl)CCl, predict the reaction product. The product is: [CH3:12][O:13][C:14]([C:15]1[CH:20]=[CH:19][C:18]2[N:21]([CH2:22][CH2:23][N:24]([C:26]([O:28][C:29]([CH3:31])([CH3:30])[CH3:32])=[O:27])[CH3:25])[C:35]([NH:9][C:7]3[S:8][C:4]4[CH:3]=[C:2]([Cl:1])[CH:11]=[CH:10][C:5]=4[N:6]=3)=[N:33][C:17]=2[CH:16]=1)=[O:34]. (3) Given the reactants [NH2:1][C:2]1[CH:3]=[C:4]([CH:7]=[CH:8][C:9]=1[NH2:10])[C:5]#[N:6].[CH2:11]([O:13]C(OCC)OCC)C, predict the reaction product. The product is: [OH-:13].[NH4+:1].[NH:10]1[C:9]2[CH:8]=[CH:7][C:4]([C:5]#[N:6])=[CH:3][C:2]=2[N:1]=[CH:11]1. (4) Given the reactants CC1(C)C(C)(C)OB([C:9]2[CH2:10][CH2:11][N:12]([C:15]([O:17][C:18]([CH3:21])([CH3:20])[CH3:19])=[O:16])[CH2:13][CH:14]=2)O1.C([O-])([O-])=O.[K+].[K+].Br[C:30]1[CH:35]=[CH:34][C:33]([F:36])=[C:32]([N+:37]([O-:39])=[O:38])[CH:31]=1, predict the reaction product. The product is: [F:36][C:33]1[CH:34]=[CH:35][C:30]([C:9]2[CH2:10][CH2:11][N:12]([C:15]([O:17][C:18]([CH3:19])([CH3:20])[CH3:21])=[O:16])[CH2:13][CH:14]=2)=[CH:31][C:32]=1[N+:37]([O-:39])=[O:38]. (5) Given the reactants Br[C:2]1[CH:3]=[CH:4][CH:5]=[C:6]2[C:11]=1[N:10]=[C:9]([NH:12][C:13]1[CH:18]=[CH:17][CH:16]=[CH:15][CH:14]=1)[N:8]=[CH:7]2.C(=O)([O-])[O-].[K+].[K+].C1(P(C2C=CC=CC=2)CCCP(C2C=CC=CC=2)C2C=CC=CC=2)C=CC=CC=1.[CH:54]([O:56][CH2:57][CH2:58][CH2:59][CH3:60])=[CH2:55], predict the reaction product. The product is: [CH2:57]([O:56][C:54]([C:2]1[CH:3]=[CH:4][CH:5]=[C:6]2[C:11]=1[N:10]=[C:9]([NH:12][C:13]1[CH:18]=[CH:17][CH:16]=[CH:15][CH:14]=1)[N:8]=[CH:7]2)=[CH2:55])[CH2:58][CH2:59][CH3:60]. (6) Given the reactants Br[C:2]1[N:6]2[N:7]=[C:8]([NH:11][CH2:12][CH2:13][CH2:14][C:15]([O:17][CH2:18][CH3:19])=[O:16])[CH:9]=[CH:10][C:5]2=[N:4][CH:3]=1.[C:20]([C:23]1[S:27][C:26](B(O)O)=[CH:25][CH:24]=1)(=[O:22])[CH3:21], predict the reaction product. The product is: [C:20]([C:23]1[S:27][C:26]([C:2]2[N:6]3[N:7]=[C:8]([NH:11][CH2:12][CH2:13][CH2:14][C:15]([O:17][CH2:18][CH3:19])=[O:16])[CH:9]=[CH:10][C:5]3=[N:4][CH:3]=2)=[CH:25][CH:24]=1)(=[O:22])[CH3:21]. (7) The product is: [F:16][C:15]1[C:10]([CH2:9][O:8][C:5]2[CH:6]=[CH:7][C:2](/[CH:30]=[CH:29]/[C:28]([O:32][CH2:33][CH2:34][CH2:35][CH3:36])=[O:31])=[C:3]([N:17]3[CH2:26][C:25]4[C:20](=[CH:21][CH:22]=[CH:23][CH:24]=4)[NH:19][C:18]3=[O:27])[CH:4]=2)=[N:11][CH:12]=[CH:13][CH:14]=1. Given the reactants Br[C:2]1[CH:7]=[CH:6][C:5]([O:8][CH2:9][C:10]2[C:15]([F:16])=[CH:14][CH:13]=[CH:12][N:11]=2)=[CH:4][C:3]=1[N:17]1[CH2:26][C:25]2[C:20](=[CH:21][CH:22]=[CH:23][CH:24]=2)[NH:19][C:18]1=[O:27].[C:28]([O:32][CH2:33][CH2:34][CH2:35][CH3:36])(=[O:31])[CH:29]=[CH2:30].C1(C)C=CC=CC=1P(C1C=CC=CC=1C)C1C=CC=CC=1C.C(N(C(C)C)CC)(C)C, predict the reaction product.